The task is: Predict the reactants needed to synthesize the given product.. This data is from Full USPTO retrosynthesis dataset with 1.9M reactions from patents (1976-2016). (1) Given the product [CH2:8]([N:15]([C:25](=[O:27])[CH2:24][C:20]1[C:19]([CH3:28])=[CH:18][C:17]([Cl:16])=[CH:22][C:21]=1[CH3:23])[C:1]1([C:30]([NH:29][C:31]2[CH:36]=[CH:35][CH:34]=[CH:33][CH:32]=2)=[O:38])[CH2:6][CH2:5][CH2:4][CH2:3][CH2:2]1)[C:9]1[CH:14]=[CH:13][CH:12]=[CH:11][CH:10]=1, predict the reactants needed to synthesize it. The reactants are: [C:1]1(=O)[CH2:6][CH2:5][CH2:4][CH2:3][CH2:2]1.[CH2:8]([NH2:15])[C:9]1[CH:14]=[CH:13][CH:12]=[CH:11][CH:10]=1.[Cl:16][C:17]1[CH:22]=[C:21]([CH3:23])[C:20]([CH2:24][C:25]([OH:27])=O)=[C:19]([CH3:28])[CH:18]=1.[N+:29]([C:31]1[CH:36]=[CH:35][CH:34]=[CH:33][CH:32]=1)#[C-:30].C[OH:38]. (2) Given the product [CH3:34][S:1][C:2]1[CH:11]([NH:12][C:13](=[O:22])[O:14][CH2:15][C:16]2[CH:17]=[CH:18][CH:19]=[CH:20][CH:21]=2)[CH2:10][C:9]2[C:4](=[CH:5][CH:6]=[C:7]([O:23][C:24]3[CH:29]=[CH:28][CH:27]=[C:26]([C:30]([F:32])([F:31])[F:33])[CH:25]=3)[CH:8]=2)[N:3]=1, predict the reactants needed to synthesize it. The reactants are: [S:1]=[C:2]1[C@@H:11]([NH:12][C:13](=[O:22])[O:14][CH2:15][C:16]2[CH:21]=[CH:20][CH:19]=[CH:18][CH:17]=2)[CH2:10][C:9]2[C:4](=[CH:5][CH:6]=[C:7]([O:23][C:24]3[CH:29]=[CH:28][CH:27]=[C:26]([C:30]([F:33])([F:32])[F:31])[CH:25]=3)[CH:8]=2)[NH:3]1.[CH3:34]OC1C=C(C=CC=1)OC1C=C2C(=CC=1)N=C(SC)C(NC(=O)OC(C)(C)C)C2. (3) Given the product [NH2:8][C@@H:9]([CH2:13][CH2:14][CH2:15][CH3:16])[CH2:10][CH2:11][OH:12], predict the reactants needed to synthesize it. The reactants are: C([N:8]([C@H](C1C=CC=CC=1)C)[C@@H:9]([CH2:13][CH2:14][CH2:15][CH3:16])[CH2:10][CH2:11][OH:12])C1C=CC=CC=1.